This data is from Forward reaction prediction with 1.9M reactions from USPTO patents (1976-2016). The task is: Predict the product of the given reaction. (1) Given the reactants C(O[C:6]([N:8]1[CH2:13][CH2:12][CH:11]([N:14]2[CH:18]=[C:17]([C:19]3[C:20]([O:34][CH:35]4[CH2:38][CH2:37][CH2:36]4)=[C:21]4[C:26](=[CH:27][CH:28]=3)[N:25]([C:29]([O:31][CH3:32])=[O:30])[C@@H:24]([CH3:33])[CH2:23][CH2:22]4)[CH:16]=[N:15]2)[CH:10]([O:39][CH3:40])[CH2:9]1)=O)(C)(C)C.C=O, predict the reaction product. The product is: [CH:35]1([O:34][C:20]2[C:19]([C:17]3[CH:16]=[N:15][N:14]([CH:11]4[CH2:12][CH2:13][N:8]([CH3:6])[CH2:9][CH:10]4[O:39][CH3:40])[CH:18]=3)=[CH:28][CH:27]=[C:26]3[C:21]=2[CH2:22][CH2:23][C@H:24]([CH3:33])[N:25]3[C:29]([O:31][CH3:32])=[O:30])[CH2:36][CH2:37][CH2:38]1. (2) Given the reactants Cl[C:2]1[N:7]=[N:6][C:5]([N:8]2[CH2:11][CH:10]([C:12]([NH:14][C:15]3[CH:20]=[CH:19][C:18]([C:21]4[CH:22]=[N:23][N:24]([CH2:26][C:27]([CH3:30])([CH3:29])[CH3:28])[CH:25]=4)=[CH:17][CH:16]=3)=[O:13])[CH2:9]2)=[CH:4][CH:3]=1.[Cl-].C[Zn+].[CH3:34]N1CCCC1, predict the reaction product. The product is: [CH3:28][C:27]([CH3:30])([CH3:29])[CH2:26][N:24]1[CH:25]=[C:21]([C:18]2[CH:19]=[CH:20][C:15]([NH:14][C:12]([CH:10]3[CH2:11][N:8]([C:5]4[N:6]=[N:7][C:2]([CH3:34])=[CH:3][CH:4]=4)[CH2:9]3)=[O:13])=[CH:16][CH:17]=2)[CH:22]=[N:23]1. (3) The product is: [F:14][C:3]([F:2])([F:13])[C:4]1[N:9]=[C:8]([C:10]2[NH:11][C:15](=[O:22])[CH2:16][C:17](=[O:18])[N:12]=2)[CH:7]=[N:6][CH:5]=1. Given the reactants Cl.[F:2][C:3]([F:14])([F:13])[C:4]1[N:9]=[C:8]([C:10](=[NH:12])[NH2:11])[CH:7]=[N:6][CH:5]=1.[C:15](OCC)(=[O:22])[CH2:16][C:17](OCC)=[O:18].C(=O)([O-])[O-].[K+].[K+], predict the reaction product. (4) Given the reactants [CH:1]([C:4]1[C:8]([CH2:9][OH:10])=[CH:7][N:6]([C:11]2[CH:16]=[CH:15][C:14]([C:17]([F:20])([F:19])[F:18])=[CH:13][CH:12]=2)[N:5]=1)([CH3:3])[CH3:2].O[C:22]1[CH:23]=[C:24]([CH2:28][C:29]([O:31]C)=[O:30])[CH:25]=[CH:26][CH:27]=1.C(P(CCCC)CCCC)CCC.N(C(N1CCCCC1)=O)=NC(N1CCCCC1)=O, predict the reaction product. The product is: [CH:1]([C:4]1[C:8]([CH2:9][O:10][C:22]2[CH:23]=[C:24]([CH2:28][C:29]([OH:31])=[O:30])[CH:25]=[CH:26][CH:27]=2)=[CH:7][N:6]([C:11]2[CH:16]=[CH:15][C:14]([C:17]([F:19])([F:20])[F:18])=[CH:13][CH:12]=2)[N:5]=1)([CH3:3])[CH3:2].